This data is from Catalyst prediction with 721,799 reactions and 888 catalyst types from USPTO. The task is: Predict which catalyst facilitates the given reaction. (1) Reactant: [F-].C([N+](CCCC)(CCCC)CCCC)CCC.[N:19]1([C:25]2[C:33]3[C:28](=[CH:29][CH:30]=[CH:31][CH:32]=3)[N:27]([Si](C(C)C)(C(C)C)C(C)C)[CH:26]=2)[CH2:24][CH2:23][O:22][CH2:21][CH2:20]1. Product: [N:19]1([C:25]2[C:33]3[C:28](=[CH:29][CH:30]=[CH:31][CH:32]=3)[NH:27][CH:26]=2)[CH2:20][CH2:21][O:22][CH2:23][CH2:24]1. The catalyst class is: 20. (2) Reactant: [OH-].[K+].[C:3]([O:7][C:8](=[O:21])[NH:9][C@H:10]([CH2:19][OH:20])[CH2:11][C:12]1[CH:17]=[CH:16][C:15]([OH:18])=[CH:14][CH:13]=1)([CH3:6])([CH3:5])[CH3:4].Cl[C:23]1[N:28]=[CH:27][CH:26]=[CH:25][N:24]=1.C(=O)([O-])O.[Na+]. Product: [C:3]([O:7][C:8](=[O:21])[NH:9][C@H:10]([CH2:19][OH:20])[CH2:11][C:12]1[CH:13]=[CH:14][C:15]([O:18][C:23]2[N:28]=[CH:27][CH:26]=[CH:25][N:24]=2)=[CH:16][CH:17]=1)([CH3:5])([CH3:4])[CH3:6]. The catalyst class is: 16. (3) Reactant: [NH2:1][C:2]1[N:7]=[CH:6][C:5]([NH:8][C:9](=[O:20])[C:10]2[CH:15]=[C:14]([N+:16]([O-])=O)[CH:13]=[CH:12][C:11]=2[CH3:19])=[CH:4][N:3]=1.CCOC(C)=O. Product: [NH2:16][C:14]1[CH:13]=[CH:12][C:11]([CH3:19])=[C:10]([CH:15]=1)[C:9]([NH:8][C:5]1[CH:6]=[N:7][C:2]([NH2:1])=[N:3][CH:4]=1)=[O:20]. The catalyst class is: 43. (4) Reactant: [F:1][CH:2]([F:22])[C:3]1[C:8]([C:9]([O:11][CH3:12])=[O:10])=[C:7]([CH2:13][CH:14]([CH3:16])[CH3:15])[C:6]([SH:17])=[C:5]([C:18]([F:21])([F:20])[F:19])[N:4]=1.Cl[C:24]([O:26][CH3:27])=[O:25].C(N(CC)CC)C. Product: [F:22][CH:2]([F:1])[C:3]1[C:8]([C:9]([O:11][CH3:12])=[O:10])=[C:7]([CH2:13][CH:14]([CH3:16])[CH3:15])[C:6]([S:17][C:24]([O:26][CH3:27])=[O:25])=[C:5]([C:18]([F:21])([F:20])[F:19])[N:4]=1. The catalyst class is: 1. (5) Reactant: Br[C:2]1[CH:7]=[CH:6][C:5]([S:8]([NH:11][CH3:12])(=[O:10])=[O:9])=[CH:4][CH:3]=1.[Li]C.[Li]CCCC.CN(CCN(C)C)C.[C:28]([O:32][C:33]([N:35]1[CH2:40][CH2:39][CH:38]([CH:41]=[O:42])[CH2:37][CH2:36]1)=[O:34])([CH3:31])([CH3:30])[CH3:29]. Product: [C:28]([O:32][C:33]([N:35]1[CH2:40][CH2:39][CH:38]([CH:41]([OH:42])[C:2]2[CH:7]=[CH:6][C:5]([S:8](=[O:10])(=[O:9])[NH:11][CH3:12])=[CH:4][CH:3]=2)[CH2:37][CH2:36]1)=[O:34])([CH3:31])([CH3:30])[CH3:29]. The catalyst class is: 1.